This data is from Full USPTO retrosynthesis dataset with 1.9M reactions from patents (1976-2016). The task is: Predict the reactants needed to synthesize the given product. (1) Given the product [O:38]1[C:37]([C:34]2[CH:35]=[C:6]([NH:7][C:2]3[N:7]=[C:6]([C:8]4[C:9]([C:17]5[CH:18]=[C:19]([NH:23][C:30](=[O:31])[CH2:29][C:25]6[S:24][CH:28]=[CH:27][CH:26]=6)[CH:20]=[CH:21][CH:22]=5)=[N:10][N:11]5[CH:16]=[CH:15][CH:14]=[CH:13][C:12]=45)[CH:5]=[CH:4][N:3]=3)[CH:8]=[CH:12][CH:33]=2)=[CH:4][N:3]=[CH:2]1, predict the reactants needed to synthesize it. The reactants are: Cl[C:2]1[N:7]=[C:6]([C:8]2[C:9]([C:17]3[CH:18]=[C:19]([NH2:23])[CH:20]=[CH:21][CH:22]=3)=[N:10][N:11]3[CH:16]=[CH:15][CH:14]=[CH:13][C:12]=23)[CH:5]=[CH:4][N:3]=1.[S:24]1[CH:28]=[CH:27][CH:26]=[C:25]1[CH2:29][C:30](Cl)=[O:31].[CH2:33](O)[C:34](N)([CH2:37][OH:38])[CH2:35]O. (2) Given the product [Cl:1][C:2]1[CH:7]=[C:6]([C:8]2[C:9]3[CH:16]=[C:15]([CH2:17][O:18][C:19]4[CH:20]=[CH:21][C:22]([C@@H:25]([C:32]#[C:33][CH3:34])[CH2:26][C:27]([OH:29])=[O:28])=[CH:23][CH:24]=4)[CH:14]=[CH:13][C:10]=3[S:11][CH:12]=2)[C:5]([CH3:35])=[CH:4][N:3]=1, predict the reactants needed to synthesize it. The reactants are: [Cl:1][C:2]1[CH:7]=[C:6]([C:8]2[C:9]3[CH:16]=[C:15]([CH2:17][O:18][C:19]4[CH:24]=[CH:23][C:22]([C@@H:25]([C:32]#[C:33][CH3:34])[CH2:26][C:27]([O:29]CC)=[O:28])=[CH:21][CH:20]=4)[CH:14]=[CH:13][C:10]=3[S:11][CH:12]=2)[C:5]([CH3:35])=[CH:4][N:3]=1.[OH-].[Na+]. (3) Given the product [NH2:1][C:2]1[CH:7]=[C:6]([CH:8]([F:10])[CH3:9])[N:5]=[C:4]([C:11]([OH:13])=[O:12])[C:3]=1[O:15][CH3:16], predict the reactants needed to synthesize it. The reactants are: [NH2:1][C:2]1[CH:7]=[C:6]([CH:8]([F:10])[CH3:9])[N:5]=[C:4]([C:11]([O:13]C)=[O:12])[C:3]=1[O:15][CH3:16].[OH-].[Na+].Cl.